From a dataset of Full USPTO retrosynthesis dataset with 1.9M reactions from patents (1976-2016). Predict the reactants needed to synthesize the given product. (1) Given the product [CH3:4][C:3]([O:40][C:4]1[CH:5]=[C:6]([C:9]2[C:21]3[C:22]4[C:27]([O:28][C:29](=[O:30])[C:20]=3[N:19]3[C:10]=2[C:11]2[C:16]([CH2:17][CH2:18]3)=[C:15]([O:34][CH3:35])[C:14]([O:36][CH3:37])=[C:13]([O:38][CH3:39])[CH:12]=2)=[CH:26][C:25]([O:31][C:27]([CH3:26])=[O:28])=[C:24]([O:32][CH3:33])[CH:23]=4)[CH:7]=[CH:8][C:3]=1[O:2][CH3:1])=[O:2], predict the reactants needed to synthesize it. The reactants are: [CH3:1][O:2][C:3]1[CH:8]=[CH:7][C:6]([C:9]2[C:21]3[C:22]4[C:27]([O:28][C:29](=[O:30])[C:20]=3[N:19]3[C:10]=2[C:11]2[C:16]([CH2:17][CH2:18]3)=[C:15]([O:34][CH3:35])[C:14]([O:36][CH3:37])=[C:13]([O:38][CH3:39])[CH:12]=2)=[CH:26][C:25]([OH:31])=[C:24]([O:32][CH3:33])[CH:23]=4)=[CH:5][C:4]=1[OH:40]. (2) Given the product [CH2:22]([C:3]([OH:15])([CH2:16][CH3:17])[CH:4]([NH:5][C:6](=[O:7])[O:8][C:9]([CH3:10])([CH3:11])[CH3:12])[CH2:13][OH:14])[CH3:23], predict the reactants needed to synthesize it. The reactants are: CO[C:3](=[O:15])[C@H:4]([CH2:13][OH:14])[NH:5][C:6]([O:8][C:9]([CH3:12])([CH3:11])[CH3:10])=[O:7].[CH2:16]([Mg]Br)[CH3:17].[Cl-].[NH4+].[CH2:22](OCC)[CH3:23]. (3) Given the product [N+:3]([C:6]1[CH:10]=[N:9][N:8]([CH2:11][C:12]2[N:13]=[C:14]([CH2:17][OH:18])[S:15][CH:16]=2)[N:7]=1)([O-:5])=[O:4], predict the reactants needed to synthesize it. The reactants are: N#N.[N+:3]([C:6]1[CH:10]=[N:9][N:8]([CH2:11][C:12]2[N:13]=[C:14]([C:17](OCC)=[O:18])[S:15][CH:16]=2)[N:7]=1)([O-:5])=[O:4].CC(C[AlH]CC(C)C)C.[C@H](O)(C([O-])=O)[C@@H](O)C([O-])=O.[Na+].[K+].